From a dataset of Full USPTO retrosynthesis dataset with 1.9M reactions from patents (1976-2016). Predict the reactants needed to synthesize the given product. (1) Given the product [Br:35][C:28]1[N:27]=[C:26]([C:24]([C:21]2[CH:22]=[CH:23][C:14]([NH:13][C:5](=[O:11])[NH:42][CH2:41][C:40]3[CH:43]=[CH:44][C:37]([F:36])=[CH:38][CH:39]=3)=[C:15]([CH:20]=2)[C:16]([O:18][CH3:19])=[O:17])=[O:25])[N:30]2[CH:31]=[CH:32][CH:33]=[CH:34][C:29]=12, predict the reactants needed to synthesize it. The reactants are: ClC(Cl)(O[C:5](=[O:11])OC(Cl)(Cl)Cl)Cl.[NH2:13][C:14]1[CH:23]=[CH:22][C:21]([C:24]([C:26]2[N:30]3[CH:31]=[CH:32][CH:33]=[CH:34][C:29]3=[C:28]([Br:35])[N:27]=2)=[O:25])=[CH:20][C:15]=1[C:16]([O:18][CH3:19])=[O:17].[F:36][C:37]1[CH:44]=[CH:43][C:40]([CH2:41][NH2:42])=[CH:39][CH:38]=1.C(N(CC)CC)C. (2) Given the product [CH2:1]([C:8]1[CH:9]=[C:10]([CH:33]([C:28]2[C:29]([CH3:32])=[N:30][O:31][C:27]=2[C:24]2[CH:25]=[CH:26][C:21]([Br:20])=[CH:22][CH:23]=2)[OH:34])[CH:11]=[CH:12][CH:13]=1)[C:2]1[CH:7]=[CH:6][CH:5]=[CH:4][CH:3]=1, predict the reactants needed to synthesize it. The reactants are: [CH2:1]([C:8]1[CH:13]=[CH:12][CH:11]=[C:10](Br)[CH:9]=1)[C:2]1[CH:7]=[CH:6][CH:5]=[CH:4][CH:3]=1.C([Li])CCC.[Br:20][C:21]1[CH:26]=[CH:25][C:24]([C:27]2[O:31][N:30]=[C:29]([CH3:32])[C:28]=2[CH:33]=[O:34])=[CH:23][CH:22]=1. (3) Given the product [CH3:9][C:3]1[CH:4]=[N:5][CH:6]=[C:7]([CH3:8])[C:2]=1[CH:18]=[O:19], predict the reactants needed to synthesize it. The reactants are: Br[C:2]1[C:7]([CH3:8])=[CH:6][N:5]=[CH:4][C:3]=1[CH3:9].C([Li])CCC.CN([CH:18]=[O:19])C. (4) Given the product [OH:38][C:31]1([C:27]2[CH:28]=[CH:29][CH:30]=[C:25]([OH:24])[CH:26]=2)[CH2:32][CH2:33][C:34](=[O:37])[CH2:35][CH2:36]1, predict the reactants needed to synthesize it. The reactants are: CCCC[N+](CCCC)(CCCC)CCCC.[F-].C([Si](C)(C)[O:24][C:25]1[CH:26]=[C:27]([C:31]2([OH:38])[CH2:36][CH2:35][C:34](=[O:37])[CH2:33][CH2:32]2)[CH:28]=[CH:29][CH:30]=1)(C)(C)C.